Dataset: Full USPTO retrosynthesis dataset with 1.9M reactions from patents (1976-2016). Task: Predict the reactants needed to synthesize the given product. (1) Given the product [C:10]([O-:15])(=[O:14])[C:11]([CH3:13])=[CH2:12].[C:16]([O:21][CH2:22][CH2:23][OH:24])(=[O:20])[C:17]([CH3:19])=[CH2:18].[C:25]([O:29][C:30](=[O:33])[CH:31]=[CH2:32])([CH3:28])([CH3:27])[CH3:26].[C:34]([OH:38])(=[O:37])[CH:35]=[CH2:36], predict the reactants needed to synthesize it. The reactants are: C(OC(C)COC)(=O)C.[C:10]([O-:15])(=[O:14])[C:11]([CH3:13])=[CH2:12].[C:16]([O:21][CH2:22][CH2:23][OH:24])(=[O:20])[C:17]([CH3:19])=[CH2:18].[C:25]([O:29][C:30](=[O:33])[CH:31]=[CH2:32])([CH3:28])([CH3:27])[CH3:26].[C:34]([OH:38])(=[O:37])[CH:35]=[CH2:36].CC(N=NC(C#N)(C)C)(C#N)C. (2) The reactants are: [NH2:1][C:2]1[C:6]([C:7]([NH2:9])=[O:8])=[CH:5][N:4]([CH3:10])[N:3]=1.[C:11]([C:16]#N)(=[O:15])[O:12][CH2:13][CH3:14].Cl.CO. Given the product [OH:8][C:7]1[C:6]2[C:2](=[N:3][N:4]([CH3:10])[CH:5]=2)[N:1]=[C:16]([C:11]([O:12][CH2:13][CH3:14])=[O:15])[N:9]=1, predict the reactants needed to synthesize it.